This data is from Full USPTO retrosynthesis dataset with 1.9M reactions from patents (1976-2016). The task is: Predict the reactants needed to synthesize the given product. (1) Given the product [O:13]([C:16]1[CH:21]=[CH:20][N:19]=[CH:18][CH:17]=1)[C:7]1[CH:12]=[CH:11][CH:10]=[CH:9][CH:8]=1, predict the reactants needed to synthesize it. The reactants are: CC([O-])(C)C.[K+].[C:7]1([OH:13])[CH:12]=[CH:11][CH:10]=[CH:9][CH:8]=1.Cl.Cl[C:16]1[CH:21]=[CH:20][N:19]=[CH:18][CH:17]=1.Cl.O(C1C=CC=CN=1)C1C=CC=CC=1. (2) Given the product [CH3:16][O:17][C:18](=[O:27])[C:19]1[CH:24]=[CH:23][C:22]([NH:25][C:9]([O:11][C:12]([CH3:15])([CH3:14])[CH3:13])=[O:10])=[C:21]([NH:26][C:9]([O:11][C:12]([CH3:13])([CH3:14])[CH3:15])=[O:10])[CH:20]=1, predict the reactants needed to synthesize it. The reactants are: [C:12]([O:11][C:9](O[C:9]([O:11][C:12]([CH3:15])([CH3:14])[CH3:13])=[O:10])=[O:10])([CH3:15])([CH3:14])[CH3:13].[CH3:16][O:17][C:18](=[O:27])[C:19]1[CH:24]=[CH:23][C:22]([NH2:25])=[C:21]([NH2:26])[CH:20]=1. (3) Given the product [CH3:6][O:7][C:8]1[CH:9]=[C:10]([NH:20][C:21]2[N:25]=[C:24]([N:26]3[CH2:29][CH2:28][CH:27]3[C:30]3[CH:31]=[CH:32][CH:33]=[CH:34][CH:35]=3)[N:23]([CH2:36][C:37]([CH3:1])([OH:39])[CH3:38])[N:22]=2)[CH:11]=[CH:12][C:13]=1[N:14]1[CH:18]=[C:17]([CH3:19])[N:16]=[CH:15]1, predict the reactants needed to synthesize it. The reactants are: [CH3:1][Mg]Br.[Cl-].[Li+].[CH3:6][O:7][C:8]1[CH:9]=[C:10]([NH:20][C:21]2[N:25]=[C:24]([N:26]3[CH2:29][CH2:28][CH:27]3[C:30]3[CH:35]=[CH:34][CH:33]=[CH:32][CH:31]=3)[N:23]([CH2:36][C:37](=[O:39])[CH3:38])[N:22]=2)[CH:11]=[CH:12][C:13]=1[N:14]1[CH:18]=[C:17]([CH3:19])[N:16]=[CH:15]1.[Cl-].[NH4+]. (4) Given the product [CH2:17]([O:19][C:20]1[C:23](=[O:24])[C:22](=[O:27])[C:21]=1[NH:1][C:2]1[CH:7]=[CH:6][CH:5]=[C:4]([C:8]([N:10]2[CH2:14][CH2:13][C@@H:12]([OH:15])[CH2:11]2)=[O:9])[C:3]=1[OH:16])[CH3:18], predict the reactants needed to synthesize it. The reactants are: [NH2:1][C:2]1[C:3]([OH:16])=[C:4]([C:8]([N:10]2[CH2:14][CH2:13][C@@H:12]([OH:15])[CH2:11]2)=[O:9])[CH:5]=[CH:6][CH:7]=1.[CH2:17]([O:19][C:20]1[C:21](=O)[C:22](=[O:27])[C:23]=1[O:24]CC)[CH3:18].